Dataset: Catalyst prediction with 721,799 reactions and 888 catalyst types from USPTO. Task: Predict which catalyst facilitates the given reaction. (1) Reactant: [Br:1][CH2:2][C:3](Br)=[O:4].[N:6]1[CH:11]=[CH:10][CH:9]=[N:8][C:7]=1[N:12]1[CH2:17][CH2:16][NH:15][CH2:14][CH2:13]1.C(N(CC)CC)C. Product: [Br:1][CH2:2][C:3]([N:15]1[CH2:16][CH2:17][N:12]([C:7]2[N:6]=[CH:11][CH:10]=[CH:9][N:8]=2)[CH2:13][CH2:14]1)=[O:4]. The catalyst class is: 1. (2) Reactant: [N:1]1CCCN2CCC[CH2:8][CH2:7][C:6]=12.[F:12][C:13]1[CH:14]=[C:15]([N:19]2[CH2:23][CH2:22][CH:21]([O:24][C:25]3[CH:30]=[CH:29][C:28]([CH:31]4[CH:36]([O:37][CH2:38][C:39]5[CH:40]=[CH:41][C:42]6[O:47][CH2:46][CH2:45][N:44]([CH2:48][CH2:49][CH2:50][O:51][CH3:52])[C:43]=6[CH:53]=5)[CH2:35][N:34]([S:54]([C:57]5[CH:62]=[CH:61][C:60]([CH3:63])=[CH:59][CH:58]=5)(=[O:56])=[O:55])[CH2:33][CH:32]4[OH:64])=[CH:27][CH:26]=3)[CH2:20]2)[CH:16]=[CH:17][CH:18]=1.C(#N)C=C. Product: [F:12][C:13]1[CH:14]=[C:15]([N:19]2[CH2:23][CH2:22][CH:21]([O:24][C:25]3[CH:26]=[CH:27][C:28]([CH:31]4[CH:36]([O:37][CH2:38][C:39]5[CH:40]=[CH:41][C:42]6[O:47][CH2:46][CH2:45][N:44]([CH2:48][CH2:49][CH2:50][O:51][CH3:52])[C:43]=6[CH:53]=5)[CH2:35][N:34]([S:54]([C:57]5[CH:62]=[CH:61][C:60]([CH3:63])=[CH:59][CH:58]=5)(=[O:56])=[O:55])[CH2:33][CH:32]4[O:64][CH2:8][CH2:7][C:6]#[N:1])=[CH:29][CH:30]=3)[CH2:20]2)[CH:16]=[CH:17][CH:18]=1. The catalyst class is: 10.